Task: Regression. Given a peptide amino acid sequence and an MHC pseudo amino acid sequence, predict their binding affinity value. This is MHC class I binding data.. Dataset: Peptide-MHC class I binding affinity with 185,985 pairs from IEDB/IMGT (1) The peptide sequence is ITKEIKNRDK. The MHC is HLA-A11:01 with pseudo-sequence HLA-A11:01. The binding affinity (normalized) is 0.0923. (2) The MHC is HLA-A26:01 with pseudo-sequence HLA-A26:01. The peptide sequence is IFDDLQGSL. The binding affinity (normalized) is 0.0847. (3) The MHC is HLA-A25:01 with pseudo-sequence HLA-A25:01. The binding affinity (normalized) is 0.0847. The peptide sequence is IFLKPDETF. (4) The peptide sequence is NQECWDSVF. The MHC is HLA-A26:02 with pseudo-sequence HLA-A26:02. The binding affinity (normalized) is 0.450. (5) The peptide sequence is PLRPMTYR. The MHC is HLA-A11:01 with pseudo-sequence HLA-A11:01. The binding affinity (normalized) is 0.0946. (6) The peptide sequence is FQYEHEQTF. The MHC is HLA-B07:02 with pseudo-sequence HLA-B07:02. The binding affinity (normalized) is 0.0847.